Dataset: Forward reaction prediction with 1.9M reactions from USPTO patents (1976-2016). Task: Predict the product of the given reaction. (1) Given the reactants [CH:1]1([C:7]2[C:15]3[C:10](=[CH:11][CH:12]=[C:13]([N+:16]([O-])=O)[CH:14]=3)[N:9]([CH3:19])[CH:8]=2)[CH2:6][CH2:5][CH2:4][CH2:3][CH2:2]1, predict the reaction product. The product is: [CH:1]1([C:7]2[C:15]3[C:10](=[CH:11][CH:12]=[C:13]([NH2:16])[CH:14]=3)[N:9]([CH3:19])[CH:8]=2)[CH2:2][CH2:3][CH2:4][CH2:5][CH2:6]1. (2) Given the reactants [O:1]([C:8]1[CH:13]=[CH:12][C:11]([CH2:14][NH:15][C:16](=[O:25])[C:17]2[CH:22]=[CH:21][C:20](Cl)=[N:19][C:18]=2[NH2:24])=[CH:10][CH:9]=1)[C:2]1[CH:7]=[CH:6][CH:5]=[CH:4][CH:3]=1.[H-].[Na+].[CH2:28]([OH:31])[CH2:29][CH3:30].CN1CCCC1=O, predict the reaction product. The product is: [O:1]([C:8]1[CH:13]=[CH:12][C:11]([CH2:14][NH:15][C:16](=[O:25])[C:17]2[CH:22]=[CH:21][C:20]([O:31][CH2:28][CH2:29][CH3:30])=[N:19][C:18]=2[NH2:24])=[CH:10][CH:9]=1)[C:2]1[CH:7]=[CH:6][CH:5]=[CH:4][CH:3]=1. (3) Given the reactants [NH2:1][C:2]1[CH:7]=[CH:6][C:5]([C:8]2[C:9]3[S:16][C:15]([C:17]4[CH2:18][CH2:19][N:20]([C:23]([N:25]5[CH2:30][CH2:29][O:28][CH2:27][CH2:26]5)=[O:24])[CH2:21][CH:22]=4)=[CH:14][C:10]=3[N:11]=[CH:12][N:13]=2)=[CH:4][CH:3]=1.[CH:31]1([S:34](Cl)(=[O:36])=[O:35])[CH2:33][CH2:32]1, predict the reaction product. The product is: [N:25]1([C:23]([N:20]2[CH2:19][CH:18]=[C:17]([C:15]3[S:16][C:9]4[C:8]([C:5]5[CH:4]=[CH:3][C:2]([NH:1][S:34]([CH:31]6[CH2:33][CH2:32]6)(=[O:36])=[O:35])=[CH:7][CH:6]=5)=[N:13][CH:12]=[N:11][C:10]=4[CH:14]=3)[CH2:22][CH2:21]2)=[O:24])[CH2:26][CH2:27][O:28][CH2:29][CH2:30]1.